This data is from NCI-60 drug combinations with 297,098 pairs across 59 cell lines. The task is: Regression. Given two drug SMILES strings and cell line genomic features, predict the synergy score measuring deviation from expected non-interaction effect. (1) Drug 1: COC1=CC(=CC(=C1O)OC)C2C3C(COC3=O)C(C4=CC5=C(C=C24)OCO5)OC6C(C(C7C(O6)COC(O7)C8=CC=CS8)O)O. Drug 2: C1C(C(OC1N2C=C(C(=O)NC2=O)F)CO)O. Cell line: HL-60(TB). Synergy scores: CSS=93.6, Synergy_ZIP=11.2, Synergy_Bliss=10.3, Synergy_Loewe=11.1, Synergy_HSA=13.6. (2) Drug 1: C1C(C(OC1N2C=NC3=C(N=C(N=C32)Cl)N)CO)O. Drug 2: C(=O)(N)NO. Cell line: ACHN. Synergy scores: CSS=33.6, Synergy_ZIP=-1.41, Synergy_Bliss=4.97, Synergy_Loewe=-38.1, Synergy_HSA=1.51. (3) Drug 1: CN(C(=O)NC(C=O)C(C(C(CO)O)O)O)N=O. Drug 2: CC12CCC3C(C1CCC2OP(=O)(O)O)CCC4=C3C=CC(=C4)OC(=O)N(CCCl)CCCl.[Na+]. Cell line: SF-295. Synergy scores: CSS=55.4, Synergy_ZIP=-3.20, Synergy_Bliss=-3.62, Synergy_Loewe=-20.8, Synergy_HSA=-2.88. (4) Drug 1: C1=CC(=C2C(=C1NCCNCCO)C(=O)C3=C(C=CC(=C3C2=O)O)O)NCCNCCO. Drug 2: C1=CC(=CC=C1CCCC(=O)O)N(CCCl)CCCl. Cell line: NCIH23. Synergy scores: CSS=70.1, Synergy_ZIP=-7.81, Synergy_Bliss=-9.28, Synergy_Loewe=-7.80, Synergy_HSA=-3.45. (5) Drug 1: CN1CCC(CC1)COC2=C(C=C3C(=C2)N=CN=C3NC4=C(C=C(C=C4)Br)F)OC. Drug 2: C(=O)(N)NO. Cell line: SF-295. Synergy scores: CSS=4.66, Synergy_ZIP=-2.45, Synergy_Bliss=-1.56, Synergy_Loewe=-0.464, Synergy_HSA=-0.509. (6) Drug 1: C1CCN(CC1)CCOC2=CC=C(C=C2)C(=O)C3=C(SC4=C3C=CC(=C4)O)C5=CC=C(C=C5)O. Drug 2: CCN(CC)CCCC(C)NC1=C2C=C(C=CC2=NC3=C1C=CC(=C3)Cl)OC. Cell line: IGROV1. Synergy scores: CSS=6.24, Synergy_ZIP=-3.05, Synergy_Bliss=-0.588, Synergy_Loewe=-7.40, Synergy_HSA=-3.84. (7) Drug 1: CS(=O)(=O)CCNCC1=CC=C(O1)C2=CC3=C(C=C2)N=CN=C3NC4=CC(=C(C=C4)OCC5=CC(=CC=C5)F)Cl. Drug 2: CC(C)(C#N)C1=CC(=CC(=C1)CN2C=NC=N2)C(C)(C)C#N. Cell line: T-47D. Synergy scores: CSS=13.4, Synergy_ZIP=-5.20, Synergy_Bliss=-0.773, Synergy_Loewe=0.920, Synergy_HSA=-1.12.